From a dataset of Forward reaction prediction with 1.9M reactions from USPTO patents (1976-2016). Predict the product of the given reaction. (1) Given the reactants O1[CH2:6][CH2:5][O:4][CH2:3][CH2:2]1.O.C(=O)([O-])[O-].[Ca+2].[OH-].[Na+].[Cl:15][C:16]1[CH:21]=[C:20]([CH2:22][OH:23])[CH:19]=[C:18]([OH:24])[C:17]=1[C:25]([C:27]1[CH:32]=CC(OC)=[CH:29][CH:28]=1)=[O:26], predict the reaction product. The product is: [Cl:15][C:16]1[CH:21]=[C:20]([CH2:22][OH:23])[CH:19]=[C:18]([OH:24])[C:17]=1[C:25]([C:27]1[CH:32]=[CH:6][C:5]([O:4][CH2:3][CH3:2])=[CH:29][CH:28]=1)=[O:26]. (2) Given the reactants [CH:1]1([C:4]2[C:15]3[O:14][C:11]4([CH2:13][CH2:12]4)[CH2:10][C:9]([CH3:17])([CH3:16])[C:8]=3[CH:7]=[C:6]([C:18]#[CH:19])[CH:5]=2)[CH2:3][CH2:2]1.C(O[C:24]1[CH:29]=[CH:28][C:27](I)=[C:26]([CH3:31])[C:25]=1[F:32])(=O)C.C(N(CC)CC)C.O1CCCC1.[C:45]([O:48][CH2:49]C)(=[O:47])C, predict the reaction product. The product is: [CH3:49][O:48][C:45](=[O:47])[CH2:31][C:26]1[CH:27]=[CH:28][C:29]([C:19]#[C:18][C:6]2[CH:5]=[C:4]([CH:1]3[CH2:3][CH2:2]3)[C:15]3[O:14][C:11]4([CH2:13][CH2:12]4)[CH2:10][C:9]([CH3:16])([CH3:17])[C:8]=3[CH:7]=2)=[CH:24][C:25]=1[F:32]. (3) Given the reactants [CH2:1]([C:3]1[CH:4]=[C:5]2[C:10](=[C:11]([N:13]3[CH2:19][CH2:18][CH2:17][N:16](C(O)=O)[CH2:15][CH2:14]3)[CH:12]=1)[N:9]=[CH:8][CH:7]=[CH:6]2)[CH3:2].[ClH:23], predict the reaction product. The product is: [ClH:23].[ClH:23].[N:13]1([C:11]2[CH:12]=[C:3]([CH2:1][CH3:2])[CH:4]=[C:5]3[C:10]=2[N:9]=[CH:8][CH:7]=[CH:6]3)[CH2:19][CH2:18][CH2:17][NH:16][CH2:15][CH2:14]1. (4) Given the reactants [NH2:1][C:2]1[CH:10]=[CH:9][C:5](C(O)=O)=[CH:4][C:3]=1[NH:11][CH2:12][CH2:13][O:14][CH2:15][O:16][CH2:17][CH2:18][CH2:19][NH:20][C:21]([O:23][C:24]([CH3:27])([CH3:26])[CH3:25])=[O:22].C[O:29][C:30](OC)(OC)[O:31]C.O1C[CH2:41][O:40][CH2:39]C1, predict the reaction product. The product is: [C:24]([O:23][C:21]([NH:20][CH2:19][CH2:18][CH2:17][O:16][CH2:15][O:14][CH2:13][CH2:12][N:11]1[C:3]2[CH:4]=[CH:5][C:9]([C:30]([OH:31])=[O:29])=[CH:10][C:2]=2[N:1]=[C:41]1[O:40][CH3:39])=[O:22])([CH3:25])([CH3:26])[CH3:27]. (5) Given the reactants [F:1][C:2]1[CH:3]=[C:4]([CH2:12][OH:13])[CH:5]=[CH:6][C:7]=1[O:8][CH:9]([CH3:11])[CH3:10].Cl[C:15]1[CH:26]=[C:19]2[N:20]([CH3:25])[C@@H:21]([CH3:24])[CH2:22][CH2:23][N:18]2[C:17](=[O:27])[N:16]=1, predict the reaction product. The product is: [F:1][C:2]1[CH:3]=[C:4]([CH:5]=[CH:6][C:7]=1[O:8][CH:9]([CH3:11])[CH3:10])[CH2:12][O:13][C:15]1[CH:26]=[C:19]2[N:20]([CH3:25])[C@@H:21]([CH3:24])[CH2:22][CH2:23][N:18]2[C:17](=[O:27])[N:16]=1.